Predict the product of the given reaction. From a dataset of Forward reaction prediction with 1.9M reactions from USPTO patents (1976-2016). (1) Given the reactants [Br:1][C:2]1[CH:3]=[C:4]([NH:30][CH3:31])[C:5]([N+:27]([O-])=O)=[C:6]([N:8]([CH2:18][C:19]2[CH:24]=[CH:23][C:22]([O:25][CH3:26])=[CH:21][CH:20]=2)[CH2:9][C:10]2[CH:15]=[CH:14][C:13]([O:16][CH3:17])=[CH:12][CH:11]=2)[CH:7]=1.[NH4+].[Cl-].CO.C1COCC1, predict the reaction product. The product is: [Br:1][C:2]1[CH:3]=[C:4]([NH:30][CH3:31])[C:5]([NH2:27])=[C:6]([N:8]([CH2:18][C:19]2[CH:24]=[CH:23][C:22]([O:25][CH3:26])=[CH:21][CH:20]=2)[CH2:9][C:10]2[CH:15]=[CH:14][C:13]([O:16][CH3:17])=[CH:12][CH:11]=2)[CH:7]=1. (2) Given the reactants [CH:1](=O)[CH3:2].[N:4]1[CH:9]=[CH:8][CH:7]=[C:6]([NH2:10])[CH:5]=1.P(O)(O[C:21]1[CH:26]=[CH:25][CH:24]=[CH:23][CH:22]=1)(O[C:21]1[CH:26]=[CH:25][CH:24]=[CH:23][CH:22]=1)=O.[CH:28](/[NH:31][C:32](=[O:41])[O:33][CH2:34]C1C=CC=CC=1)=[CH:29]\[CH3:30], predict the reaction product. The product is: [CH3:1][C@H:2]1[C@H:29]([CH3:30])[C@@H:28]([NH:31][C:32](=[O:41])[O:33][CH2:34][C:21]2[CH:22]=[CH:23][CH:24]=[CH:25][CH:26]=2)[C:5]2[C:6](=[CH:7][CH:8]=[CH:9][N:4]=2)[NH:10]1. (3) Given the reactants [OH:1][C@H:2]1[CH2:6][CH2:5][NH:4][C@@H:3]1[C:7]([O:9][CH2:10][CH3:11])=[O:8].C[C@H]1CCN([C:18]([O:20][C:21]([CH3:24])([CH3:23])[CH3:22])=[O:19])[C@@H]1C(OCC)=O, predict the reaction product. The product is: [OH:1][C@H:2]1[CH2:6][CH2:5][N:4]([C:18]([O:20][C:21]([CH3:24])([CH3:23])[CH3:22])=[O:19])[C@@H:3]1[C:7]([O:9][CH2:10][CH3:11])=[O:8]. (4) The product is: [F:1][C:2]1[CH:27]=[CH:26][CH:25]=[CH:24][C:3]=1[CH2:4][C:5]1([O:22][CH3:23])[CH2:6][CH2:7][N:8]([C:11]2[CH:21]=[CH:20][C:14]([C:15]([OH:17])=[O:16])=[CH:13][CH:12]=2)[CH2:9][CH2:10]1. Given the reactants [F:1][C:2]1[CH:27]=[CH:26][CH:25]=[CH:24][C:3]=1[CH2:4][C:5]1([O:22][CH3:23])[CH2:10][CH2:9][N:8]([C:11]2[CH:21]=[CH:20][C:14]([C:15]([O:17]CC)=[O:16])=[CH:13][CH:12]=2)[CH2:7][CH2:6]1.[OH-].[Na+].Cl, predict the reaction product. (5) Given the reactants [N:1]1[C:10]2[C:9]3[CH:11]=[CH:12][S:13][C:8]=3[CH2:7][CH2:6][C:5]=2[C:4](O)=[N:3][CH:2]=1.P(Cl)(Cl)([Cl:17])=O.C1(C)C=CC=CC=1, predict the reaction product. The product is: [Cl:17][C:4]1[C:5]2[CH2:6][CH2:7][C:8]3[S:13][CH:12]=[CH:11][C:9]=3[C:10]=2[N:1]=[CH:2][N:3]=1. (6) Given the reactants [CH3:1][O:2][CH2:3][O:4][C:5]1[CH:10]=[C:9]([O:11][CH2:12][O:13][CH3:14])[CH:8]=[CH:7][C:6]=1[CH:15]1[CH2:24][CH2:23][C:18]2(OCC[O:19]2)[CH2:17][CH2:16]1.Cl.C(=O)(O)[O-].[Na+], predict the reaction product. The product is: [CH3:1][O:2][CH2:3][O:4][C:5]1[CH:10]=[C:9]([O:11][CH2:12][O:13][CH3:14])[CH:8]=[CH:7][C:6]=1[CH:15]1[CH2:24][CH2:23][C:18](=[O:19])[CH2:17][CH2:16]1. (7) The product is: [NH2:30][C@@H:18]([CH2:19][C:20]1[CH:25]=[CH:24][C:23]([C:26]([F:27])([F:29])[F:28])=[CH:22][CH:21]=1)[CH2:17][NH:16][C:4]1[S:5][C:6]([C:7]2[S:8][C:9]3[CH:10]=[N:11][CH:12]=[CH:13][C:14]=3[N:15]=2)=[C:2]([Br:1])[N:3]=1. Given the reactants [Br:1][C:2]1[N:3]=[C:4]([NH:16][CH2:17][C@@H:18]([NH:30]C(=O)OC(C)(C)C)[CH2:19][C:20]2[CH:25]=[CH:24][C:23]([C:26]([F:29])([F:28])[F:27])=[CH:22][CH:21]=2)[S:5][C:6]=1[C:7]1[S:8][C:9]2[CH:10]=[N:11][CH:12]=[CH:13][C:14]=2[N:15]=1.C(O)(C(F)(F)F)=O.CO, predict the reaction product. (8) Given the reactants [Li]CCCC.[CH3:6][N:7]([CH3:19])[C:8]1[N:9](S(N(C)C)(=O)=O)[CH:10]=[CH:11][N:12]=1.CN([CH:23]=[O:24])C.[NH4+].[Cl-].Cl.C([O-])(O)=O.[Na+], predict the reaction product. The product is: [CH3:6][N:7]([CH3:19])[C:8]1[NH:9][C:10]([CH:23]=[O:24])=[CH:11][N:12]=1. (9) Given the reactants [CH3:1][O:2][C:3]1[CH:10]=[CH:9][C:6]([CH:7]=O)=[CH:5][N:4]=1.[NH2:11][C:12]1[CH:13]=[C:14]([CH2:20][OH:21])[CH:15]=[C:16]([O:18][CH3:19])[CH:17]=1, predict the reaction product. The product is: [CH3:19][O:18][C:16]1[CH:15]=[C:14]([CH2:20][OH:21])[CH:13]=[C:12]([N:11]=[CH:7][C:6]2[CH:5]=[N:4][C:3]([O:2][CH3:1])=[CH:10][CH:9]=2)[CH:17]=1.